The task is: Predict the reactants needed to synthesize the given product.. This data is from Retrosynthesis with 50K atom-mapped reactions and 10 reaction types from USPTO. (1) Given the product CCOCCn1c(C2CCN(CCc3ccc(C(C)(C)C4=NC(C)(C)CO4)cc3)CC2)nc2ccccc21, predict the reactants needed to synthesize it. The reactants are: CC1(C)COC(C(C)(C)c2ccc(CCCl)cc2)=N1.CCOCCn1c(C2CCNCC2)nc2ccccc21. (2) Given the product O=C(O)C1CN(C2CCC3(Cc4ccccc4Cc4ccccc43)C2)C1, predict the reactants needed to synthesize it. The reactants are: COC(=O)C1CN(C2CCC3(Cc4ccccc4Cc4ccccc43)C2)C1.